This data is from Forward reaction prediction with 1.9M reactions from USPTO patents (1976-2016). The task is: Predict the product of the given reaction. (1) The product is: [CH3:38][C:14]1[C:15]([C:16]2[S:17][C:18]([C:27]3[N:31]=[CH:30][N:29]([CH:32]4[CH2:37][CH2:36][CH2:35][CH2:34][O:33]4)[N:28]=3)=[C:19]([C:21]3[CH:26]=[CH:25][CH:24]=[CH:23][CH:22]=3)[N:20]=2)=[C:9]2[CH:8]=[C:7]([N:41]3[CH2:46][CH2:45][O:44][CH2:43][CH2:42]3)[CH:12]=[CH:11][N:10]2[N:13]=1. Given the reactants FC(F)(F)S(O[C:7]1[CH:12]=[CH:11][N:10]2[N:13]=[C:14]([CH3:38])[C:15]([C:16]3[S:17][C:18]([C:27]4[N:31]=[CH:30][N:29]([CH:32]5[CH2:37][CH2:36][CH2:35][CH2:34][O:33]5)[N:28]=4)=[C:19]([C:21]4[CH:26]=[CH:25][CH:24]=[CH:23][CH:22]=4)[N:20]=3)=[C:9]2[CH:8]=1)(=O)=O.[NH:41]1[CH2:46][CH2:45][O:44][CH2:43][CH2:42]1.C1C=CC(P(C2C=CC3C(=CC=CC=3)C=2C2C3C(=CC=CC=3)C=CC=2P(C2C=CC=CC=2)C2C=CC=CC=2)C2C=CC=CC=2)=CC=1.C(=O)([O-])[O-].[Cs+].[Cs+], predict the reaction product. (2) The product is: [NH:1]1[C:9]2[C:4](=[CH:5][C:6]([NH:10][C:11]3[C:12]4[CH2:30][NH:29][CH2:28][C:13]=4[N:14]=[C:15]([N:17]4[CH2:25][C:24]5[C:19](=[CH:20][CH:21]=[C:22]([O:26][CH3:27])[CH:23]=5)[CH2:18]4)[N:16]=3)=[CH:7][CH:8]=2)[CH:3]=[N:2]1. Given the reactants [NH:1]1[C:9]2[C:4](=[CH:5][C:6]([NH:10][C:11]3[C:12]4[CH2:30][N:29](C(OC(C)(C)C)=O)[CH2:28][C:13]=4[N:14]=[C:15]([N:17]4[CH2:25][C:24]5[C:19](=[CH:20][CH:21]=[C:22]([O:26][CH3:27])[CH:23]=5)[CH2:18]4)[N:16]=3)=[CH:7][CH:8]=2)[CH:3]=[N:2]1.C(O)(C(F)(F)F)=O, predict the reaction product. (3) Given the reactants Cl.S(OOS([O-])(=O)=O)([O-])(=O)=O.[NH4+].[NH4+].[Na+].[Cl-].[OH:16][P:17]([O-:20])([O-:19])=[O:18].[K+].[K+].[Cl-].[Cl-].[Ca+2:25].C(O)C(N)(CO)CO.C([O-])(O)=O.[Na+], predict the reaction product. The product is: [P:17]([O-:20])([O-:19])([O-:18])=[O:16].[Ca+2:25].[P:17]([O-:20])([O-:19])([O-:18])=[O:16].[Ca+2:25].[Ca+2:25].